This data is from Reaction yield outcomes from USPTO patents with 853,638 reactions. The task is: Predict the reaction yield, written as a fraction of the theoretical maximum amount of product (1.0 means a 100% yield; for example, 0.34 means a 34% yield). (1) The reactants are [OH:1][C:2]1[CH2:3][CH:4]([C:17]([OH:19])=O)[CH2:5][C:6](=[O:16])[C:7]=1[N:8]=[N:9][C:10]1[CH:15]=[CH:14][CH:13]=[CH:12][CH:11]=1.F[B-](F)(F)F.N1(O[C:35](N(C)C)=[N+:36](C)[CH3:37])C2C=CC=CC=2N=N1.CNC.O1CCCC1.Cl. The catalyst is ClCCl. The product is [CH3:35][N:36]([CH3:37])[C:17]([CH:4]1[CH2:5][C:6](=[O:16])[C:7]([N:8]=[N:9][C:10]2[CH:15]=[CH:14][CH:13]=[CH:12][CH:11]=2)=[C:2]([OH:1])[CH2:3]1)=[O:19]. The yield is 0.410. (2) The product is [CH3:25][C:26]([CH3:31])=[CH:27][C:28]([NH:2][C@H:3]([C:14]([O:16][CH3:17])=[O:15])[CH2:4][C:5]1[C:13]2[C:8](=[CH:9][CH:10]=[CH:11][CH:12]=2)[NH:7][CH:6]=1)=[O:29]. The catalyst is C(Cl)Cl. The yield is 0.770. The reactants are Cl.[NH2:2][C@H:3]([C:14]([O:16][CH3:17])=[O:15])[CH2:4][C:5]1[C:13]2[C:8](=[CH:9][CH:10]=[CH:11][CH:12]=2)[NH:7][CH:6]=1.C(N(CC)CC)C.[CH3:25][C:26]([CH3:31])=[CH:27][C:28](O)=[O:29].CCN=C=NCCCN(C)C.Cl. (3) The product is [F:22][CH:20]([F:21])[O:19][C:14]1[CH:15]=[CH:16][CH:17]=[CH:18][C:13]=1[N:6]1[CH:7]=[C:8]([O:11][CH3:12])[C:9](=[O:10])[C:4]([C:1](=[O:3])[CH:2]=[CH:25][N:26]([CH3:28])[CH3:27])=[N:5]1. The reactants are [C:1]([C:4]1[C:9](=[O:10])[C:8]([O:11][CH3:12])=[CH:7][N:6]([C:13]2[CH:18]=[CH:17][CH:16]=[CH:15][C:14]=2[O:19][CH:20]([F:22])[F:21])[N:5]=1)(=[O:3])[CH3:2].CO[CH:25](OC)[N:26]([CH3:28])[CH3:27]. The yield is 0.930. No catalyst specified.